Dataset: Full USPTO retrosynthesis dataset with 1.9M reactions from patents (1976-2016). Task: Predict the reactants needed to synthesize the given product. (1) Given the product [CH3:18][CH2:17][CH2:16][CH2:15][CH2:14]/[CH:13]=[CH:12]\[CH2:11]/[CH:10]=[CH:9]\[CH2:8][CH2:7][CH2:6][CH2:5][CH2:4][CH2:3][CH2:2][CH2:1][C:25](=[O:24])[CH2:26][CH2:17][CH2:16][CH2:15][CH2:14][CH2:13][CH2:12][CH2:11][CH2:10][CH2:9][CH2:8][CH2:7][CH2:6][CH2:5][CH2:4][CH2:3][CH2:2][CH3:1], predict the reactants needed to synthesize it. The reactants are: [CH2:1](Br)[CH2:2][CH2:3][CH2:4][CH2:5][CH2:6][CH2:7][CH2:8][CH2:9][CH2:10][CH2:11][CH2:12][CH2:13][CH2:14][CH2:15][CH2:16][CH2:17][CH3:18].[C-]#N.CC[O:24][CH2:25][CH3:26]. (2) Given the product [CH2:11]([N:14]1[C:4](=[O:6])[C:3]2[CH:7]=[CH:8][CH:9]=[N:10][C:2]=2[N:1]=[C:20]1[C:19]1[CH:22]=[CH:23][C:16]([O:15][CH2:26][CH2:27][CH2:28][N:29]2[CH2:33][CH2:32][CH2:31][CH2:30]2)=[CH:17][CH:18]=1)[CH:12]=[CH2:13], predict the reactants needed to synthesize it. The reactants are: [NH2:1][C:2]1[N:10]=[CH:9][CH:8]=[CH:7][C:3]=1[C:4]([OH:6])=O.[CH2:11]([NH2:14])[CH:12]=[CH2:13].[OH:15][C:16]1[CH:23]=[CH:22][C:19]([CH:20]=O)=[CH:18][CH:17]=1.[Br-].Br[CH2:26][CH2:27][CH2:28][NH+:29]1[CH2:33][CH2:32][CH2:31][CH2:30]1. (3) The reactants are: C1(P(C2C=CC=CC=2)C2C=CC=CC=2)C=CC=CC=1.[C:20]([Cl:24])(Cl)(Cl)Cl.[Br:25][C:26]1[CH:27]=[C:28]2[C:33](=[CH:34][CH:35]=1)[CH:32]=[C:31](CO)[CH:30]=[C:29]2[O:38][C:39]1[CH:44]=[CH:43][C:42]([S:45]([CH2:48][CH3:49])(=[O:47])=[O:46])=[CH:41][N:40]=1. Given the product [Br:25][C:26]1[CH:27]=[C:28]2[C:33]([CH:32]=[C:31]([CH2:20][Cl:24])[CH:30]=[C:29]2[O:38][C:39]2[CH:44]=[CH:43][C:42]([S:45]([CH2:48][CH3:49])(=[O:46])=[O:47])=[CH:41][N:40]=2)=[CH:34][CH:35]=1, predict the reactants needed to synthesize it. (4) Given the product [Cl:22][C:5]1[C:6]([NH:8][C:9]2[CH:14]=[CH:13][C:12]([O:15][CH3:16])=[CH:11][C:10]=2[NH:17][S:18]([CH3:21])(=[O:20])=[O:19])=[N:7][C:2]([NH:26][C:25]2[CH:27]=[CH:28][CH:29]=[C:30]([CH3:31])[C:24]=2[CH3:23])=[N:3][CH:4]=1, predict the reactants needed to synthesize it. The reactants are: Cl[C:2]1[N:7]=[C:6]([NH:8][C:9]2[CH:14]=[CH:13][C:12]([O:15][CH3:16])=[CH:11][C:10]=2[NH:17][S:18]([CH3:21])(=[O:20])=[O:19])[C:5]([Cl:22])=[CH:4][N:3]=1.[CH3:23][C:24]1[C:30]([CH3:31])=[CH:29][CH:28]=[CH:27][C:25]=1[NH2:26]. (5) Given the product [Cl:1][C:14]1[CH:15]=[N:16][CH:17]=[CH:18][C:19]=1[C:11]#[N:10], predict the reactants needed to synthesize it. The reactants are: [ClH:1].ClC1C=C([NH:10][C:11]2[C:19]3[C:14](=[CH:15][N:16]=[CH:17][CH:18]=3)SC=2N)C=CC=1F.C(C1C=CN=CC=1)#N. (6) Given the product [NH2:1][C:8]([C:35]1[CH:40]=[CH:39][C:38]([Cl:41])=[CH:37][CH:36]=1)([C:29]1[CH:30]=[N:31][CH:32]=[CH:33][CH:34]=1)[C:9]1[CH:10]=[C:11]2[C:16](=[CH:17][CH:18]=1)[N:15]([CH3:19])[C:14](=[O:20])[CH:13]=[C:12]2[CH2:21][CH2:22][C:23]1[S:24][C:25]([Cl:28])=[CH:26][CH:27]=1, predict the reactants needed to synthesize it. The reactants are: [NH3:1].CC(O)C.Cl.Cl[C:8]([C:35]1[CH:40]=[CH:39][C:38]([Cl:41])=[CH:37][CH:36]=1)([C:29]1[CH:30]=[N:31][CH:32]=[CH:33][CH:34]=1)[C:9]1[CH:10]=[C:11]2[C:16](=[CH:17][CH:18]=1)[N:15]([CH3:19])[C:14](=[O:20])[CH:13]=[C:12]2[CH2:21][CH2:22][C:23]1[S:24][C:25]([Cl:28])=[CH:26][CH:27]=1.